The task is: Predict the product of the given reaction.. This data is from Forward reaction prediction with 1.9M reactions from USPTO patents (1976-2016). (1) Given the reactants [N+:1]([O-:4])(O)=[O:2].[OH:5][CH:6]([O:24][C:25]1[CH:30]=[CH:29][CH:28]=[C:27]([O:31][CH2:32][CH2:33][CH2:34][CH2:35][CH2:36][CH2:37][CH2:38][CH2:39][CH2:40][CH2:41][CH2:42][CH2:43][CH2:44][CH2:45][CH2:46][CH2:47][CH2:48][CH3:49])[C:26]=1[O:50][CH2:51][CH2:52][CH2:53][CH2:54][CH2:55][CH2:56][CH2:57][CH2:58][CH2:59][CH2:60][CH2:61][CH2:62][CH2:63][CH2:64][CH2:65][CH2:66][CH2:67][CH3:68])[CH2:7][CH2:8][CH2:9][CH2:10][CH2:11][CH2:12][CH2:13][CH2:14][CH2:15][CH2:16][CH2:17][CH2:18][CH2:19][CH2:20][CH2:21][CH2:22][CH3:23], predict the reaction product. The product is: [OH:5][CH:6]([O:24][C:25]1[CH:30]=[C:29]([N+:1]([O-:4])=[O:2])[CH:28]=[C:27]([O:31][CH2:32][CH2:33][CH2:34][CH2:35][CH2:36][CH2:37][CH2:38][CH2:39][CH2:40][CH2:41][CH2:42][CH2:43][CH2:44][CH2:45][CH2:46][CH2:47][CH2:48][CH3:49])[C:26]=1[O:50][CH2:51][CH2:52][CH2:53][CH2:54][CH2:55][CH2:56][CH2:57][CH2:58][CH2:59][CH2:60][CH2:61][CH2:62][CH2:63][CH2:64][CH2:65][CH2:66][CH2:67][CH3:68])[CH2:7][CH2:8][CH2:9][CH2:10][CH2:11][CH2:12][CH2:13][CH2:14][CH2:15][CH2:16][CH2:17][CH2:18][CH2:19][CH2:20][CH2:21][CH2:22][CH3:23]. (2) Given the reactants [O:1]1[CH2:6][CH2:5][CH:4]([CH2:7][CH2:8][O:9][C:10]2[CH:11]=[C:12]([CH:16]=[CH:17][CH:18]=2)[C:13]([OH:15])=O)[CH2:3][CH2:2]1.[NH2:19][CH:20]1[CH:27]2[CH2:28][C:23]3([OH:30])[CH2:24][CH:25]([CH2:29][CH:21]1[CH2:22]3)[CH2:26]2, predict the reaction product. The product is: [OH:30][C:23]12[CH2:28][CH:27]3[CH2:26][CH:25]([CH2:29][CH:21]([CH:20]3[NH:19][C:13](=[O:15])[C:12]3[CH:16]=[CH:17][CH:18]=[C:10]([O:9][CH2:8][CH2:7][CH:4]4[CH2:3][CH2:2][O:1][CH2:6][CH2:5]4)[CH:11]=3)[CH2:22]1)[CH2:24]2. (3) Given the reactants [CH3:1][C:2]([C:5]1[NH:9][C:8]2[CH2:10][CH2:11][C:12](=[O:13])[C:7]=2[N:6]=1)([CH3:4])[CH3:3].[Cl:14][C:15]1[CH:22]=[CH:21][C:18]([CH2:19]Br)=[CH:17][CH:16]=1.C1(C)C=CC=CC=1.[NH4+].[Cl-], predict the reaction product. The product is: [Cl:14][C:15]1[CH:22]=[CH:21][C:18]([CH2:19][N:6]2[C:7]3[C:12](=[O:13])[CH2:11][CH2:10][C:8]=3[N:9]=[C:5]2[C:2]([CH3:1])([CH3:3])[CH3:4])=[CH:17][CH:16]=1. (4) The product is: [CH3:1][C:2]1[CH:7]=[C:6]([O:8][CH2:9][C:10]2([C:15]3[CH:28]=[CH:27][C:18]([C:19]([NH:21][CH2:22][CH2:23][C:24]([OH:26])=[O:25])=[O:20])=[CH:17][CH:16]=3)[CH2:14][CH2:13][CH2:12][CH2:11]2)[CH:5]=[C:4]([CH3:29])[C:3]=1[C:30]1[CH:31]=[CH:32][C:33]([C:36]([F:37])([F:39])[F:38])=[CH:34][CH:35]=1. Given the reactants [CH3:1][C:2]1[CH:7]=[C:6]([O:8][CH2:9][C:10]2([C:15]3[CH:28]=[CH:27][C:18]([C:19]([NH:21][CH2:22][CH2:23][C:24]([OH:26])=[O:25])=[O:20])=[CH:17][CH:16]=3)[CH2:14][CH:13]=[CH:12][CH2:11]2)[CH:5]=[C:4]([CH3:29])[C:3]=1[C:30]1[CH:35]=[CH:34][C:33]([C:36]([F:39])([F:38])[F:37])=[CH:32][CH:31]=1, predict the reaction product. (5) The product is: [Br:1][C:2]1[CH:7]=[CH:6][C:5]([C:10]#[N:11])=[N:4][C:3]=1[CH3:9]. Given the reactants [Br:1][C:2]1[C:3]([CH3:9])=[N:4][C:5](Br)=[CH:6][CH:7]=1.[CH3:10][N:11](C=O)C, predict the reaction product. (6) Given the reactants [O-]CC.[Na+].C(O[C:8](=[O:19])[C:9](=[CH:15]OCC)[C:10]([O:12][CH2:13][CH3:14])=[O:11])C.[CH:20]([NH:23][NH2:24])([CH3:22])[CH3:21].Cl, predict the reaction product. The product is: [CH2:13]([O:12][C:10]([C:9]1[C:8]([OH:19])=[N:24][N:23]([CH:20]([CH3:22])[CH3:21])[CH:15]=1)=[O:11])[CH3:14]. (7) Given the reactants [O:1]=[C:2]1[CH2:7][C:6](=[O:8])[CH2:5][N:4]([C:9]([O:11][C:12]([CH3:15])([CH3:14])[CH3:13])=[O:10])[CH2:3]1.CO[CH:18](OC)[N:19]([CH3:21])[CH3:20], predict the reaction product. The product is: [CH3:18][N:19]([CH:21]=[C:7]1[C:6](=[O:8])[CH2:5][N:4]([C:9]([O:11][C:12]([CH3:15])([CH3:14])[CH3:13])=[O:10])[CH2:3][C:2]1=[O:1])[CH3:20]. (8) The product is: [OH:36][CH:29]([C:30]1[CH:31]=[CH:32][CH:33]=[CH:34][CH:35]=1)[C:26]1[CH:27]=[CH:28][C:23]([C:16]2[N:15]=[C:14]([CH:11]3[CH2:10][CH2:9][NH:8][CH2:13][CH2:12]3)[CH:19]=[CH:18][C:17]=2[C:20]([NH2:21])=[O:22])=[CH:24][CH:25]=1. Given the reactants C(OC([N:8]1[CH2:13][CH2:12][CH:11]([C:14]2[CH:19]=[CH:18][C:17]([C:20](=[O:22])[NH2:21])=[C:16]([C:23]3[CH:28]=[CH:27][C:26]([CH:29]([OH:36])[C:30]4[CH:35]=[CH:34][CH:33]=[CH:32][CH:31]=4)=[CH:25][CH:24]=3)[N:15]=2)[CH2:10][CH2:9]1)=O)(C)(C)C.C(O)(C(F)(F)F)=O, predict the reaction product. (9) Given the reactants [Cl:1][C:2]1[N:7]=[C:6](C(O)=O)[CH:5]=[CH:4][C:3]=1[F:11].CC[N:14]([CH2:17]C)CC.C1(P(N=[N+]=[N-])(C2C=CC=CC=2)=[O:26])C=CC=CC=1.[C:36]([OH:40])([CH3:39])([CH3:38])[CH3:37], predict the reaction product. The product is: [Cl:1][C:2]1[N:7]=[C:6]([NH:14][C:17](=[O:26])[O:40][C:36]([CH3:39])([CH3:38])[CH3:37])[CH:5]=[CH:4][C:3]=1[F:11].